Dataset: Forward reaction prediction with 1.9M reactions from USPTO patents (1976-2016). Task: Predict the product of the given reaction. (1) Given the reactants [Cl:1][C:2]1[CH:10]=[CH:9][C:8]2[N:7]([CH2:11][C:12]([C:15]3[CH:20]=[CH:19][C:18]([O:21][CH3:22])=[C:17]([F:23])[CH:16]=3)(O)[CH3:13])[C:6]3[CH2:24][CH2:25][N:26]([CH3:28])[CH2:27][C:5]=3[C:4]=2[CH:3]=1.S(=O)(=O)(O)O.[OH-].[K+], predict the reaction product. The product is: [Cl:1][C:2]1[CH:10]=[CH:9][C:8]2[N:7](/[CH:11]=[C:12](/[C:15]3[CH:20]=[CH:19][C:18]([O:21][CH3:22])=[C:17]([F:23])[CH:16]=3)\[CH3:13])[C:6]3[CH2:24][CH2:25][N:26]([CH3:28])[CH2:27][C:5]=3[C:4]=2[CH:3]=1. (2) The product is: [CH:1]1([N:4]2[C:8](=[O:9])[C:7]3=[CH:10][C:11]([NH2:14])=[CH:12][CH:13]=[C:6]3[C:5]2=[O:17])[CH2:3][CH2:2]1. Given the reactants [CH:1]1([N:4]2[C:8](=[O:9])[C:7]3=[CH:10][C:11]([N+:14]([O-])=O)=[CH:12][CH:13]=[C:6]3[C:5]2=[O:17])[CH2:3][CH2:2]1.O.O.[Sn](Cl)Cl.[OH-].[Na+], predict the reaction product. (3) Given the reactants [CH2:1]([C@@H:3]1[CH2:8][N:7](CC2C=CC=CC=2)[C@H:6]([CH3:16])[CH2:5][N:4]1[CH3:17])[CH3:2], predict the reaction product. The product is: [CH2:1]([C@@H:3]1[CH2:8][NH:7][C@H:6]([CH3:16])[CH2:5][N:4]1[CH3:17])[CH3:2]. (4) Given the reactants [Cl:1][C:2]1[C:3]2[CH:10]=[CH:9][NH:8][C:4]=2[N:5]=[CH:6][N:7]=1.[F:11][C:12](S([O-])=O)([F:14])[F:13].[Na+].C(OO)(C)(C)C.C(=O)(O)[O-].[Na+], predict the reaction product. The product is: [Cl:1][C:2]1[C:3]2[C:10]([C:12]([F:14])([F:13])[F:11])=[CH:9][NH:8][C:4]=2[N:5]=[CH:6][N:7]=1. (5) Given the reactants Cl[C:2]1[N:7]=[C:6]([O:8][CH3:9])[CH:5]=[CH:4][N:3]=1.[Br:10][C:11]1[CH:12]=[C:13]([CH:15]=[C:16]([CH3:18])[CH:17]=1)[NH2:14].C(O)(=O)C, predict the reaction product. The product is: [Br:10][C:11]1[CH:12]=[C:13]([NH:14][C:2]2[N:7]=[C:6]([O:8][CH3:9])[CH:5]=[CH:4][N:3]=2)[CH:15]=[C:16]([CH3:18])[CH:17]=1. (6) Given the reactants [CH2:1]([O:8][C:9]1[CH:14]=[C:13]([N+:15]([O-])=O)[CH:12]=[CH:11][C:10]=1[O:18][CH3:19])[C:2]1[CH:7]=[CH:6][CH:5]=[CH:4][CH:3]=1, predict the reaction product. The product is: [CH2:1]([O:8][C:9]1[CH:14]=[C:13]([NH2:15])[CH:12]=[CH:11][C:10]=1[O:18][CH3:19])[C:2]1[CH:3]=[CH:4][CH:5]=[CH:6][CH:7]=1. (7) The product is: [C:14]([O:18][C:19]([N:21]1[CH2:26][CH2:25][CH:24]([O:27][C:2]2[CH:3]=[C:4]([C:5](=[O:6])[NH2:7])[CH:8]=[CH:9][C:10]=2[N+:11]([O-:13])=[O:12])[CH2:23][CH2:22]1)=[O:20])([CH3:17])([CH3:15])[CH3:16]. Given the reactants F[C:2]1[CH:3]=[C:4]([CH:8]=[CH:9][C:10]=1[N+:11]([O-:13])=[O:12])[C:5]([NH2:7])=[O:6].[C:14]([O:18][C:19]([N:21]1[CH2:26][CH2:25][CH:24]([OH:27])[CH2:23][CH2:22]1)=[O:20])([CH3:17])([CH3:16])[CH3:15], predict the reaction product. (8) Given the reactants [NH2:1][C:2]1[CH:7]=[C:6]([O:8][CH3:9])[C:5]([O:10][CH3:11])=[CH:4][C:3]=1[C:12]([C:14]1[CH:19]=[CH:18][CH:17]=[C:16]([Br:20])[CH:15]=1)=[O:13].[S:21]1[CH:25]=[CH:24][CH:23]=[C:22]1[CH2:26][C:27](O)=[O:28].CCN(CC)CC, predict the reaction product. The product is: [Br:20][C:16]1[CH:15]=[C:14]([C:12]([C:3]2[CH:4]=[C:5]([O:10][CH3:11])[C:6]([O:8][CH3:9])=[CH:7][C:2]=2[NH:1][C:27](=[O:28])[CH2:26][C:22]2[S:21][CH:25]=[CH:24][CH:23]=2)=[O:13])[CH:19]=[CH:18][CH:17]=1. (9) The product is: [NH2:5][C:6]([NH:8][C:9]1[NH:10][C:11]([C:17]2[CH:22]=[CH:21][CH:20]=[CH:19][C:18]=2[OH:23])=[CH:12][C:13]=1[C:14]([NH2:16])=[O:15])=[O:7]. Given the reactants B(Br)(Br)Br.[NH2:5][C:6]([NH:8][C:9]1[NH:10][C:11]([C:17]2[CH:22]=[CH:21][CH:20]=[CH:19][C:18]=2[O:23]C)=[CH:12][C:13]=1[C:14]([NH2:16])=[O:15])=[O:7].O, predict the reaction product.